From a dataset of Peptide-MHC class I binding affinity with 185,985 pairs from IEDB/IMGT. Regression. Given a peptide amino acid sequence and an MHC pseudo amino acid sequence, predict their binding affinity value. This is MHC class I binding data. (1) The peptide sequence is TVLDVGDAY. The MHC is HLA-A23:01 with pseudo-sequence HLA-A23:01. The binding affinity (normalized) is 0. (2) The peptide sequence is AEFKYIAAV. The binding affinity (normalized) is 0.861. The MHC is HLA-B40:01 with pseudo-sequence HLA-B40:01. (3) The peptide sequence is KVMALPIPH. The MHC is HLA-A24:03 with pseudo-sequence HLA-A24:03. The binding affinity (normalized) is 0.0847. (4) The peptide sequence is NHIFVELSL. The MHC is HLA-B38:01 with pseudo-sequence HLA-B38:01. The binding affinity (normalized) is 0.486. (5) The peptide sequence is MGKTITDVK. The MHC is HLA-A01:01 with pseudo-sequence HLA-A01:01. The binding affinity (normalized) is 0.0847. (6) The peptide sequence is DTSYYVKEY. The MHC is HLA-A68:01 with pseudo-sequence HLA-A68:01. The binding affinity (normalized) is 0.608.